From a dataset of Reaction yield outcomes from USPTO patents with 853,638 reactions. Predict the reaction yield, written as a fraction of the theoretical maximum amount of product (1.0 means a 100% yield; for example, 0.34 means a 34% yield). (1) The reactants are C[O:2][C:3]([C:5]1[C:6]([C:21](OC)=[O:22])=[CH:7][CH:8]=[C:9]2[C:18]=1[CH:17]=[C:16]([O:19]C)[C:15]1[C:10]2=[CH:11][CH:12]=[CH:13][CH:14]=1)=[O:4].[Na+].C(=O)([O-])O. The catalyst is O. The product is [OH:19][C:16]1[C:15]2[C:10]([C:9]3[C:18]([CH:17]=1)=[C:5]1[C:3]([O:2][C:21](=[O:22])[C:6]1=[CH:7][CH:8]=3)=[O:4])=[CH:11][CH:12]=[CH:13][CH:14]=2. The yield is 0.884. (2) The yield is 0.580. The reactants are C([O-])(=O)C.[NH4+].[C:6]([C:9]1[N:14]=[CH:13][C:12]([NH:15][C:16]2[N:21]=[C:20]([CH2:22][CH2:23][C:24]3[CH:29]=[CH:28][CH:27]=[CH:26][C:25]=3[CH2:30][C:31]([NH2:33])=[O:32])[C:19]([C:34]([F:37])([F:36])[F:35])=[CH:18][N:17]=2)=[CH:11][CH:10]=1)(=O)[CH3:7].C([BH3-])#[N:39].[Na+].[OH-].[K+]. The product is [NH2:39][CH:6]([C:9]1[N:14]=[CH:13][C:12]([NH:15][C:16]2[N:21]=[C:20]([CH2:22][CH2:23][C:24]3[CH:29]=[CH:28][CH:27]=[CH:26][C:25]=3[CH2:30][C:31]([NH2:33])=[O:32])[C:19]([C:34]([F:37])([F:35])[F:36])=[CH:18][N:17]=2)=[CH:11][CH:10]=1)[CH3:7]. The catalyst is CO.C1COCC1. (3) The reactants are Cl[C:2]1[CH:7]=[C:6]([NH:8][C:9]2[NH:10][N:11]=[C:12]([CH3:14])[CH:13]=2)[N:5]=[C:4]([S:15][C:16]2[CH:21]=[CH:20][C:19]([NH:22][C:23]([CH:25]3[CH2:27][CH2:26]3)=[O:24])=[CH:18][CH:17]=2)[N:3]=1.[CH3:28][N:29]1[CH2:34][CH2:33][NH:32][CH2:31][CH2:30]1. No catalyst specified. The product is [CH3:28][N:29]1[CH2:34][CH2:33][N:32]([C:2]2[CH:7]=[C:6]([NH:8][C:9]3[NH:10][N:11]=[C:12]([CH3:14])[CH:13]=3)[N:5]=[C:4]([S:15][C:16]3[CH:21]=[CH:20][C:19]([NH:22][C:23]([CH:25]4[CH2:27][CH2:26]4)=[O:24])=[CH:18][CH:17]=3)[N:3]=2)[CH2:31][CH2:30]1. The yield is 0.660. (4) The reactants are [CH3:1][C:2]1[O:3][C:4]([C:7]2[CH:8]=[CH:9][C:10]3[O:14][CH:13]=[C:12]([C:15]4[CH:16]=[N:17][NH:18][CH:19]=4)[C:11]=3[CH:20]=2)=[N:5][N:6]=1.[CH3:21][O:22][CH2:23]Cl.[H-].[Na+].O. The catalyst is CN(C)C=O. The product is [CH3:21][O:22][CH2:23][N:18]1[CH:19]=[C:15]([C:12]2[C:11]3[CH:20]=[C:7]([C:4]4[O:3][C:2]([CH3:1])=[N:6][N:5]=4)[CH:8]=[CH:9][C:10]=3[O:14][CH:13]=2)[CH:16]=[N:17]1. The yield is 0.520. (5) The reactants are [Cl:1][C:2]1[CH:7]=[CH:6][C:5]([CH:8]2[CH2:12][CH2:11][CH2:10][C:9]2=[O:13])=[CH:4][CH:3]=1.[C:14](Cl)([N:16]=[C:17]=[O:18])=[O:15]. The catalyst is C(OCC)(=O)C. The product is [Cl:1][C:2]1[CH:3]=[CH:4][C:5]([CH:8]2[C:9]3[O:13][C:17](=[O:18])[NH:16][C:14](=[O:15])[C:10]=3[CH2:11][CH2:12]2)=[CH:6][CH:7]=1. The yield is 0.511.